Predict the product of the given reaction. From a dataset of Forward reaction prediction with 1.9M reactions from USPTO patents (1976-2016). (1) Given the reactants [CH3:1][O:2][N:3]=[CH:4][C:5]1[CH:10]=[CH:9][C:8]([NH:11][C:12](=[O:14])[CH3:13])=[CH:7][CH:6]=1.C([BH3-])#N.[Na+], predict the reaction product. The product is: [CH3:1][O:2][NH:3][CH2:4][C:5]1[CH:10]=[CH:9][C:8]([NH:11][C:12](=[O:14])[CH3:13])=[CH:7][CH:6]=1. (2) Given the reactants F[C:2]1[CH:7]=[CH:6][C:5]([N+:8]([O-:10])=[O:9])=[CH:4][CH:3]=1.Cl.[NH:12]1[CH2:17][CH2:16][CH:15]([N:18]2[CH2:24][CH2:23][CH2:22][CH2:21][CH2:20][CH2:19]2)[CH2:14][CH2:13]1.C(N(CC)CC)C.N, predict the reaction product. The product is: [N+:8]([C:5]1[CH:6]=[CH:7][C:2]([N:12]2[CH2:17][CH2:16][CH:15]([N:18]3[CH2:24][CH2:23][CH2:22][CH2:21][CH2:20][CH2:19]3)[CH2:14][CH2:13]2)=[CH:3][CH:4]=1)([O-:10])=[O:9]. (3) Given the reactants [CH:1]1([CH2:7][C:8]2[N:13]([CH3:14])[C:12](=[O:15])[C:11]([C:16]3[CH:21]=[CH:20][C:19]([O:22][C:23]4[CH:28]=[CH:27][N:26]=[C:25]5[N:29]([CH2:33][C:34]6[CH:39]=[CH:38][C:37]([O:40][CH3:41])=[CH:36][CH:35]=6)[N:30]=[C:31](I)[C:24]=45)=[C:18]([F:42])[CH:17]=3)=[CH:10][N:9]=2)[CH2:6][CH2:5][CH2:4][CH2:3][CH2:2]1.[N:43]1([C:49]([C:51]2[CH:56]=[CH:55][C:54](B(O)O)=[CH:53][CH:52]=2)=[O:50])[CH2:48][CH2:47][O:46][CH2:45][CH2:44]1.[Cl-].[Li+], predict the reaction product. The product is: [CH:1]1([CH2:7][C:8]2[N:13]([CH3:14])[C:12](=[O:15])[C:11]([C:16]3[CH:21]=[CH:20][C:19]([O:22][C:23]4[CH:28]=[CH:27][N:26]=[C:25]5[N:29]([CH2:33][C:34]6[CH:39]=[CH:38][C:37]([O:40][CH3:41])=[CH:36][CH:35]=6)[N:30]=[C:31]([C:54]6[CH:53]=[CH:52][C:51]([C:49]([N:43]7[CH2:48][CH2:47][O:46][CH2:45][CH2:44]7)=[O:50])=[CH:56][CH:55]=6)[C:24]=45)=[C:18]([F:42])[CH:17]=3)=[CH:10][N:9]=2)[CH2:6][CH2:5][CH2:4][CH2:3][CH2:2]1. (4) Given the reactants CC(C)([O-])C.[K+].CS(C)=O.[Cl-].[NH4+].I[CH:14]1[CH:23]([C:24]2[CH:29]=[CH:28][CH:27]=[CH:26][CH:25]=2)[CH:22]([C:30]2[CH:35]=[CH:34][C:33]([O:36]C(=O)C(C)(C)C)=[CH:32][CH:31]=2)[C:21]2[C:16](=[CH:17][C:18]([O:43][CH3:44])=[CH:19][CH:20]=2)[CH2:15]1, predict the reaction product. The product is: [OH:36][C:33]1[CH:32]=[CH:31][C:30]([C:22]2[C:21]3[C:16](=[CH:17][C:18]([O:43][CH3:44])=[CH:19][CH:20]=3)[CH2:15][CH2:14][C:23]=2[C:24]2[CH:25]=[CH:26][CH:27]=[CH:28][CH:29]=2)=[CH:35][CH:34]=1. (5) The product is: [CH:20]1([CH2:19][O:18][C@@H:15]2[CH2:16][CH2:17][N:13]([C:11]([C:9]3[S:10][C:3]4[C:4](=[N:5][CH:6]=[CH:7][C:2]=4[NH:33][C:29]4[CH:30]=[C:31]5[C:26](=[CH:27][CH:28]=4)[NH:25][C:24]([CH3:23])=[CH:32]5)[CH:8]=3)=[O:12])[CH2:14]2)[CH2:22][CH2:21]1. Given the reactants Cl[C:2]1[CH:7]=[CH:6][N:5]=[C:4]2[CH:8]=[C:9]([C:11]([N:13]3[CH2:17][CH2:16][C@@H:15]([O:18][CH2:19][CH:20]4[CH2:22][CH2:21]4)[CH2:14]3)=[O:12])[S:10][C:3]=12.[CH3:23][C:24]1[NH:25][C:26]2[C:31]([CH:32]=1)=[CH:30][C:29]([NH2:33])=[CH:28][CH:27]=2, predict the reaction product.